This data is from Forward reaction prediction with 1.9M reactions from USPTO patents (1976-2016). The task is: Predict the product of the given reaction. (1) The product is: [I:1][C:2]1[CH:7]=[CH:6][C:5]([C:8]2[O:17][N:16]=[C:10]([OH:12])[CH:9]=2)=[CH:4][CH:3]=1. Given the reactants [I:1][C:2]1[CH:7]=[CH:6][C:5]([C:8]#[C:9][C:10]([O:12]CC)=O)=[CH:4][CH:3]=1.Cl.[NH2:16][OH:17].[OH-].[K+], predict the reaction product. (2) Given the reactants C([O:8][N:9]([CH2:12][C@@H:13]([CH2:17][CH2:18][CH2:19][CH3:20])[C:14](O)=[O:15])[CH:10]=[O:11])C1C=CC=CC=1.[C:21]1([C:27]2[NH:31][C:30]([C@@H:32]3[CH2:36][CH2:35][CH2:34][NH:33]3)=[N:29][CH:28]=2)[CH:26]=[CH:25][CH:24]=[CH:23][CH:22]=1, predict the reaction product. The product is: [OH:8][N:9]([CH2:12][C@H:13]([C:14]([N:33]1[CH2:34][CH2:35][CH2:36][C@H:32]1[C:30]1[NH:31][C:27]([C:21]2[CH:22]=[CH:23][CH:24]=[CH:25][CH:26]=2)=[CH:28][N:29]=1)=[O:15])[CH2:17][CH2:18][CH2:19][CH3:20])[CH:10]=[O:11].